The task is: Predict the reactants needed to synthesize the given product.. This data is from Full USPTO retrosynthesis dataset with 1.9M reactions from patents (1976-2016). (1) The reactants are: [F:1][C:2]1[CH:10]=[C:9]2[C:5]([C:6]([C:11]3[N:12]=[C:13]4[C:19]([CH:20]=[O:21])=[CH:18][N:17]([CH2:22][O:23][CH2:24][CH2:25][Si:26]([CH3:29])([CH3:28])[CH3:27])[C:14]4=[N:15][CH:16]=3)=[N:7][NH:8]2)=[CH:4][CH:3]=1.C(=O)([O-])[O-].[Cs+].[Cs+].I[CH:37]1[CH2:40][O:39][CH2:38]1. Given the product [F:1][C:2]1[CH:10]=[C:9]2[C:5]([C:6]([C:11]3[N:12]=[C:13]4[C:19]([CH:20]=[O:21])=[CH:18][N:17]([CH2:22][O:23][CH2:24][CH2:25][Si:26]([CH3:29])([CH3:28])[CH3:27])[C:14]4=[N:15][CH:16]=3)=[N:7][N:8]2[CH:37]2[CH2:40][O:39][CH2:38]2)=[CH:4][CH:3]=1, predict the reactants needed to synthesize it. (2) Given the product [S:1]1[C:5]2[CH:6]=[CH:7][CH:8]=[CH:9][C:4]=2[N:3]=[C:2]1[C:10]1[C:19]([N:20]2[CH2:24][CH2:23][CH2:22][C@@H:21]2[CH3:25])=[N:18][C:17]2[C:12](=[CH:13][CH:14]=[C:15]([C:26]([OH:28])=[O:27])[CH:16]=2)[N:11]=1, predict the reactants needed to synthesize it. The reactants are: [S:1]1[C:5]2[CH:6]=[CH:7][CH:8]=[CH:9][C:4]=2[N:3]=[C:2]1[C:10]1[C:19]([N:20]2[CH2:24][CH2:23][CH2:22][C@@H:21]2[CH3:25])=[N:18][C:17]2[C:12](=[CH:13][CH:14]=[C:15]([C:26]([O:28]C)=[O:27])[CH:16]=2)[N:11]=1.[OH-].[Na+].O. (3) Given the product [NH:44]1[CH:45]=[CH:46][N:42]=[C:43]1[NH:47][C:48]([C:50]1[C:58]2[N:57]=[C:56]([NH:59][C:15]([C:11]3[CH:10]=[C:9]([C:8]#[C:7][C:1]4[CH:2]=[CH:3][CH:4]=[CH:5][CH:6]=4)[CH:14]=[CH:13][N:12]=3)=[O:17])[NH:55][C:54]=2[CH:53]=[CH:52][CH:51]=1)=[O:49], predict the reactants needed to synthesize it. The reactants are: [C:1]1([C:7]#[C:8][C:9]2[CH:14]=[CH:13][N:12]=[C:11]([C:15]([OH:17])=O)[CH:10]=2)[CH:6]=[CH:5][CH:4]=[CH:3][CH:2]=1.CN(C(ON1N=NC2C=CC=CC1=2)=[N+](C)C)C.F[P-](F)(F)(F)(F)F.[NH:42]1[CH:46]=[CH:45][N:44]=[C:43]1[NH:47][C:48]([C:50]1[C:58]2[NH:57][C:56]([NH2:59])=[N:55][C:54]=2[CH:53]=[CH:52][CH:51]=1)=[O:49].C([O-])(O)=O.[Na+]. (4) Given the product [N:3]12[CH2:10][CH2:9][CH:6]([CH2:7][CH2:8]1)[C@@H:5]([NH:11][C:18]([C:16]1[S:17][C:13]([Br:12])=[CH:14][CH:15]=1)=[O:19])[CH2:4]2, predict the reactants needed to synthesize it. The reactants are: Cl.Cl.[N:3]12[CH2:10][CH2:9][CH:6]([CH2:7][CH2:8]1)[C@@H:5]([NH2:11])[CH2:4]2.[Br:12][C:13]1[S:17][C:16]([C:18](O)=[O:19])=[CH:15][CH:14]=1.O.ON1C2C=CC=CC=2N=N1.C(N(CC)C(C)C)(C)C. (5) Given the product [C:25]1([C:24]2[S:2][C:16]([C:17]([O:19][CH2:20][CH3:21])=[O:18])=[N:22][CH:23]=2)[CH:30]=[CH:29][CH:28]=[CH:27][CH:26]=1, predict the reactants needed to synthesize it. The reactants are: P12(SP3(SP(SP(S3)(S1)=S)(=S)S2)=S)=[S:2].O=[C:16]([NH:22][CH2:23][C:24](=O)[C:25]1[CH:30]=[CH:29][CH:28]=[CH:27][CH:26]=1)[C:17]([O:19][CH2:20][CH3:21])=[O:18]. (6) Given the product [O:27]1[CH2:32][CH2:31][CH:30]([O:1][C:2]2[CH:7]=[CH:6][C:5]([C:8]3([C:11]([N:13]4[CH2:17][CH2:16][C@@:15]5([C:25]6[CH:24]=[CH:23][N:22]=[CH:21][C:20]=6[C:19](=[O:26])[O:18]5)[CH2:14]4)=[O:12])[CH2:10][CH2:9]3)=[CH:4][CH:3]=2)[CH2:29][CH2:28]1, predict the reactants needed to synthesize it. The reactants are: [OH:1][C:2]1[CH:7]=[CH:6][C:5]([C:8]2([C:11]([N:13]3[CH2:17][CH2:16][C@@:15]4([C:25]5[CH:24]=[CH:23][N:22]=[CH:21][C:20]=5[C:19](=[O:26])[O:18]4)[CH2:14]3)=[O:12])[CH2:10][CH2:9]2)=[CH:4][CH:3]=1.[O:27]1[CH2:32][CH2:31][CH:30](O)[CH2:29][CH2:28]1.N(C(OC(C)C)=O)=NC(OC(C)C)=O.C1(P(C2C=CC=CC=2)C2C=CC=CC=2)C=CC=CC=1.O1CCCC1.